Dataset: Reaction yield outcomes from USPTO patents with 853,638 reactions. Task: Predict the reaction yield, written as a fraction of the theoretical maximum amount of product (1.0 means a 100% yield; for example, 0.34 means a 34% yield). The reactants are Br[C:2]1[C:7](=[O:8])[N:6]([CH2:9][C:10]2[CH:15]=[CH:14][C:13]([C:16]3[C:17]([C:22]#[N:23])=[CH:18][CH:19]=[CH:20][CH:21]=3)=[CH:12][CH:11]=2)[C:5]([CH2:24][CH2:25][CH2:26][CH3:27])=[N:4][C:3]=1[CH3:28].[C:29]1(B2OC(C)(C)C(C)(C)O2)[CH2:34][CH2:33][CH2:32][CH2:31][CH:30]=1.C(=O)([O-])[O-].[Cs+].[Cs+]. The catalyst is O1CCCC1.C(OCC)(=O)C.C1C=CC(P(C2C=CC=CC=2)[C-]2C=CC=C2)=CC=1.C1C=CC(P(C2C=CC=CC=2)[C-]2C=CC=C2)=CC=1.Cl[Pd]Cl.[Fe+2]. The product is [CH2:24]([C:5]1[N:6]([CH2:9][C:10]2[CH:15]=[CH:14][C:13]([C:16]3[C:17]([C:22]#[N:23])=[CH:18][CH:19]=[CH:20][CH:21]=3)=[CH:12][CH:11]=2)[C:7](=[O:8])[C:2]([C:29]2[CH2:34][CH2:33][CH2:32][CH2:31][CH:30]=2)=[C:3]([CH3:28])[N:4]=1)[CH2:25][CH2:26][CH3:27]. The yield is 0.860.